From a dataset of Catalyst prediction with 721,799 reactions and 888 catalyst types from USPTO. Predict which catalyst facilitates the given reaction. Reactant: [F:1][C:2]1[CH:3]=[C:4]2[C:8](=[CH:9][CH:10]=1)[NH:7][CH:6]=[C:5]2[CH:11]=[N:12]O.O=P(Cl)(Cl)Cl.C(=O)(O)[O-].[Na+]. The catalyst class is: 11. Product: [F:1][C:2]1[CH:3]=[C:4]2[C:8](=[CH:9][CH:10]=1)[NH:7][CH:6]=[C:5]2[C:11]#[N:12].